Predict the reaction yield, written as a fraction of the theoretical maximum amount of product (1.0 means a 100% yield; for example, 0.34 means a 34% yield). From a dataset of Reaction yield outcomes from USPTO patents with 853,638 reactions. (1) The reactants are [OH-].[K+].[Cl:3][C:4]1[C:5]([F:19])=[C:6]([NH:10][C:11](=[O:18])[C:12]2[CH:17]=[CH:16][CH:15]=[CH:14][CH:13]=2)[CH:7]=[CH:8][CH:9]=1.S(OC)(O[CH3:24])(=O)=O. The catalyst is C1(C)C=CC=CC=1. The product is [Cl:3][C:4]1[C:5]([F:19])=[C:6]([N:10]([CH3:24])[C:11](=[O:18])[C:12]2[CH:17]=[CH:16][CH:15]=[CH:14][CH:13]=2)[CH:7]=[CH:8][CH:9]=1. The yield is 0.940. (2) The catalyst is C1COCC1. The yield is 0.490. The reactants are [CH:1]1([C:7]([NH2:9])=O)[CH2:6][CH2:5][CH2:4][CH2:3][CH2:2]1.COC1C=CC(P2(SP(C3C=CC(OC)=CC=3)(=S)S2)=[S:19])=CC=1. The product is [CH:1]1([C:7](=[S:19])[NH2:9])[CH2:6][CH2:5][CH2:4][CH2:3][CH2:2]1. (3) The reactants are CC([O-])(C)C.[Na+].C1C=CC(P(C2C(C3C(P(C4C=CC=CC=4)C4C=CC=CC=4)=CC=C4C=3C=CC=C4)=C3C(C=CC=C3)=CC=2)C2C=CC=CC=2)=CC=1.[C:53]1([CH3:62])[CH:58]=[C:57]([CH3:59])[CH:56]=[C:55]([CH3:60])[C:54]=1Br.[Cl:63][C:64]1[CH:69]=[CH:68][C:67]([Cl:70])=[CH:66][C:65]=1[NH2:71]. The catalyst is C1C=CC(/C=C/C(/C=C/C2C=CC=CC=2)=O)=CC=1.C1C=CC(/C=C/C(/C=C/C2C=CC=CC=2)=O)=CC=1.C1C=CC(/C=C/C(/C=C/C2C=CC=CC=2)=O)=CC=1.[Pd].[Pd].Cl. The product is [Cl:63][C:64]1[CH:69]=[CH:68][C:67]([Cl:70])=[CH:66][C:65]=1[NH:71][C:54]1[C:55]([CH3:60])=[CH:56][C:57]([CH3:59])=[CH:58][C:53]=1[CH3:62]. The yield is 0.620. (4) The reactants are [CH3:1][C:2]1[CH:3]=[C:4]([CH:8]=[CH:9][C:10]=1[C:11]([N:13]1[CH2:17][CH:16]=[CH:15][CH2:14]1)=[O:12])[C:5]([OH:7])=O.[CH3:18][N:19](C(ON1N=NC2C=CC=CC1=2)=[N+](C)C)C.[B-](F)(F)(F)F.C(N(C(C)C)CC)(C)C.[Cl:49][C:50]1[CH:66]=[CH:65][C:53]2[NH:54][C:55]([CH:57](N)[C:58]3[CH:63]=[CH:62][CH:61]=[CH:60]C=3)=[N:56][C:52]=2[CH:51]=1.ClCl. The catalyst is O1CCCC1.ClCCl.CO. The product is [Cl:49][C:50]1[CH:66]=[CH:65][C:53]2[NH:54][C:55]([C:57]3([CH2:18][NH:19][C:5](=[O:7])[C:4]4[CH:8]=[CH:9][C:10]([C:11]([N:13]5[CH2:17][CH:16]=[CH:15][CH2:14]5)=[O:12])=[C:2]([CH3:1])[CH:3]=4)[CH:58]=[CH:63][CH:62]=[CH:61][CH2:60]3)=[N:56][C:52]=2[CH:51]=1. The yield is 1.00. (5) The reactants are [CH:1]1([CH2:6][N:7]([CH2:21][CH3:22])[C:8]2[N:13]=[C:12]3[N:14]([CH3:18])[N:15]=[C:16]([CH3:17])[C:11]3=[CH:10][C:9]=2[CH:19]=O)[CH2:5][CH2:4][CH2:3][CH2:2]1.[F:23][C:24]([F:38])([F:37])[C:25]1[CH:26]=[C:27]([CH:30]=[C:31]([C:33]([F:36])([F:35])[F:34])[CH:32]=1)[CH2:28][NH2:29].C([BH3-])#N.[Na+]. The catalyst is CO.C(O)(=O)C. The product is [F:23][C:24]([F:37])([F:38])[C:25]1[CH:26]=[C:27]([CH:30]=[C:31]([C:33]([F:36])([F:34])[F:35])[CH:32]=1)[CH2:28][NH:29][CH2:19][C:9]1[CH:10]=[C:11]2[C:16]([CH3:17])=[N:15][N:14]([CH3:18])[C:12]2=[N:13][C:8]=1[N:7]([CH2:6][CH:1]1[CH2:5][CH2:4][CH2:3][CH2:2]1)[CH2:21][CH3:22]. The yield is 0.720. (6) The reactants are [OH-:1].[Na+].[CH3:3][CH:4]([CH3:10])[C:5](=O)[CH2:6][C:7]#[N:8].S(O)(O)(=O)=O.[NH2:16]O. The catalyst is O.C(O)C. The product is [CH:4]([C:5]1[CH:6]=[C:7]([NH2:8])[O:1][N:16]=1)([CH3:10])[CH3:3]. The yield is 0.780. (7) The reactants are [CH2:1]([S:3]([C:5]1[CH:6]=[C:7]([CH:10]=[C:11]([O:13][CH2:14][CH3:15])[CH:12]=1)[CH:8]=[O:9])=[O:4])[CH3:2].[OH:16]O.O.[OH-].[Na+]. The catalyst is C(O)(=O)C. The product is [CH2:1]([S:3]([C:5]1[CH:6]=[C:7]([CH:10]=[C:11]([O:13][CH2:14][CH3:15])[CH:12]=1)[CH:8]=[O:9])(=[O:16])=[O:4])[CH3:2]. The yield is 0.220. (8) The reactants are [CH:1]1([CH2:4][C:5]([NH:7][C:8]2[CH:13]=[CH:12][CH:11]=[CH:10][C:9]=2[NH:14][C:15]2[CH:20]=[CH:19][C:18]([O:21][CH3:22])=[CH:17][CH:16]=2)=O)[CH2:3][CH2:2]1.Cl.O1CCOCC1.CO. The catalyst is C1COCC1.C(Cl)Cl. The product is [CH:1]1([CH2:4][C:5]2[N:14]([C:15]3[CH:20]=[CH:19][C:18]([O:21][CH3:22])=[CH:17][CH:16]=3)[C:9]3[CH:10]=[CH:11][CH:12]=[CH:13][C:8]=3[N:7]=2)[CH2:3][CH2:2]1. The yield is 0.770. (9) The reactants are [CH3:1][C:2]1[C:11]2[C:6](=[C:7]([CH3:12])[CH:8]=[CH:9][CH:10]=2)[CH2:5][CH2:4][N:3]=1.C(O[BH-](OC(=O)C)OC(=O)C)(=O)C.[Na+]. No catalyst specified. The product is [CH3:1][CH:2]1[C:11]2[C:6](=[C:7]([CH3:12])[CH:8]=[CH:9][CH:10]=2)[CH2:5][CH2:4][NH:3]1. The yield is 0.120.